Predict the product of the given reaction. From a dataset of Forward reaction prediction with 1.9M reactions from USPTO patents (1976-2016). (1) Given the reactants [CH2:1]([S:3]([CH2:6][CH2:7][N:8]([C@@H:23]([C:25]1[N:26]([C:36]2[CH:41]=[CH:40][C:39]([O:42][CH2:43][C:44]([F:47])([F:46])[F:45])=[CH:38][CH:37]=2)[C:27](=[O:35])[C:28]2[CH:34]=[CH:33][CH:32]=[N:31][C:29]=2[N:30]=1)[CH3:24])[C:9](=[O:22])[CH2:10][C:11]1[CH:16]=[CH:15][C:14]([F:17])=[C:13]([C:18]([F:21])([F:20])[F:19])[CH:12]=1)(=[O:5])=[O:4])C.C(S(CC)(=O)=O)=C, predict the reaction product. The product is: [F:17][C:14]1[CH:15]=[CH:16][C:11]([CH2:10][C:9]([N:8]([CH2:7][CH2:6][S:3]([CH3:1])(=[O:4])=[O:5])[C@@H:23]([C:25]2[N:26]([C:36]3[CH:37]=[CH:38][C:39]([O:42][CH2:43][C:44]([F:47])([F:46])[F:45])=[CH:40][CH:41]=3)[C:27](=[O:35])[C:28]3[CH:34]=[CH:33][CH:32]=[N:31][C:29]=3[N:30]=2)[CH3:24])=[O:22])=[CH:12][C:13]=1[C:18]([F:21])([F:19])[F:20]. (2) Given the reactants N([C:8]([O:10][CH2:11][CH3:12])=O)=N[C:8]([O:10][CH2:11][CH3:12])=O.[C:13]1(P(C2C=CC=CC=2)C2C=CC=CC=2)[CH:18]=CC=C[CH:14]=1.[N+:32]([C:35]1[CH:43]=[CH:42][C:38]([C:39]([OH:41])=[O:40])=[CH:37][CH:36]=1)([O-:34])=[O:33], predict the reaction product. The product is: [N+:32]([C:35]1[CH:36]=[CH:37][C:38]([C:39]([OH:41])=[O:40])=[CH:42][CH:43]=1)([O-:34])=[O:33].[O:10]1[C@@H:8]2[C@@H:11]1[CH2:12][CH2:14][CH2:13][CH2:18]2. (3) Given the reactants C([O:3][C:4]([C:6]1[CH:7]=[C:8]2[C:13](=[CH:14][CH:15]=1)[NH:12][CH:11]([C:16]1[CH:21]=[CH:20][CH:19]=[C:18]([NH:22][C:23]([C:26](=[O:30])[N:27]([CH3:29])[CH3:28])([CH3:25])[CH3:24])[CH:17]=1)[C:10]([CH3:32])([CH3:31])[CH2:9]2)=[O:5])C.Cl, predict the reaction product. The product is: [CH3:29][N:27]([CH3:28])[C:26]([C:23]([NH:22][C:18]1[CH:17]=[C:16]([CH:11]2[C:10]([CH3:31])([CH3:32])[CH2:9][C:8]3[C:13](=[CH:14][CH:15]=[C:6]([C:4]([OH:5])=[O:3])[CH:7]=3)[NH:12]2)[CH:21]=[CH:20][CH:19]=1)([CH3:24])[CH3:25])=[O:30]. (4) The product is: [NH:5]([C:11]([O:13][C:14]([CH3:17])([CH3:16])[CH3:15])=[O:12])[C@H:6]([C:8]([NH:22][C@H:21]([C:20]([O:19][CH3:18])=[O:26])[CH:23]([CH3:25])[CH3:24])=[O:10])[CH3:7]. Given the reactants C(Cl)CCl.[NH:5]([C:11]([O:13][C:14]([CH3:17])([CH3:16])[CH3:15])=[O:12])[C@H:6]([C:8]([OH:10])=O)[CH3:7].[CH3:18][O:19][C:20](=[O:26])[C@H:21]([CH:23]([CH3:25])[CH3:24])[NH2:22].C(N(CC)CC)C, predict the reaction product. (5) Given the reactants [O:1]1[C:5]2([CH2:10][CH2:9][CH:8]([C:11]3[CH:18]=[CH:17][C:14]([CH2:15][NH2:16])=[CH:13][CH:12]=3)[CH2:7][CH2:6]2)[O:4][CH2:3][CH2:2]1.[F:19][C:20]([F:46])([F:45])[C:21]1[CH:26]=[CH:25][C:24]([C:27]2[C:28]([C:33]([NH:35][C:36]3[CH:37]=[C:38]([C:42](O)=[O:43])[N:39]([CH3:41])[CH:40]=3)=[O:34])=[CH:29][CH:30]=[CH:31][CH:32]=2)=[CH:23][CH:22]=1.CN(C(ON1N=NC2C=CC=CC1=2)=[N+](C)C)C.[B-](F)(F)(F)F.C(N(C(C)C)C(C)C)C, predict the reaction product. The product is: [O:1]1[C:5]2([CH2:6][CH2:7][CH:8]([C:11]3[CH:12]=[CH:13][C:14]([CH2:15][NH:16][C:42]([C:38]4[N:39]([CH3:41])[CH:40]=[C:36]([NH:35][C:33]([C:28]5[C:27]([C:24]6[CH:23]=[CH:22][C:21]([C:20]([F:46])([F:19])[F:45])=[CH:26][CH:25]=6)=[CH:32][CH:31]=[CH:30][CH:29]=5)=[O:34])[CH:37]=4)=[O:43])=[CH:17][CH:18]=3)[CH2:9][CH2:10]2)[O:4][CH2:3][CH2:2]1.